Dataset: Reaction yield outcomes from USPTO patents with 853,638 reactions. Task: Predict the reaction yield, written as a fraction of the theoretical maximum amount of product (1.0 means a 100% yield; for example, 0.34 means a 34% yield). (1) The reactants are [CH:1]1([CH:4]([N:8]2[CH:12]=[C:11]([C:13]3[N:18]4[CH:19]=[CH:20][N:21]=[C:17]4[CH:16]=[C:15]([C:22]4[CH:23]=[N:24][N:25](COCC[Si](C)(C)C)[CH:26]=4)[N:14]=3)[CH:10]=[N:9]2)[CH2:5][C:6]#[N:7])[CH2:3][CH2:2]1.FC(F)(F)C(O)=O. The catalyst is C(Cl)Cl. The product is [NH:25]1[CH:26]=[C:22]([C:15]2[N:14]=[C:13]([C:11]3[CH:10]=[N:9][N:8]([CH:4]([CH:1]4[CH2:3][CH2:2]4)[CH2:5][C:6]#[N:7])[CH:12]=3)[N:18]3[CH:19]=[CH:20][N:21]=[C:17]3[CH:16]=2)[CH:23]=[N:24]1. The yield is 0.980. (2) The yield is 0.670. The product is [F:18][C@H:19]1[C@@H:23]([F:24])[CH2:22][N:21]([C:10]([C@@H:9]2[CH2:13][C@@H:14]([OH:16])[CH2:15][N:8]2[C:6]([O:5][C:1]([CH3:2])([CH3:3])[CH3:4])=[O:7])=[O:12])[CH2:20]1. The reactants are [C:1]([O:5][C:6]([N:8]1[CH2:15][C@H:14]([OH:16])[CH2:13][C@H:9]1[C:10]([OH:12])=O)=[O:7])([CH3:4])([CH3:3])[CH3:2].Cl.[F:18][C@H:19]1[C@@H:23]([F:24])[CH2:22][NH:21][CH2:20]1. No catalyst specified. (3) The reactants are [CH3:1][O:2][C:3]1[CH:8]=[CH:7][CH:6]=[CH:5][C:4]=1[O:9][CH3:10].[C:11]([O:14][CH:15](OC(=O)C)[C:16]([CH3:18])=[CH2:17])(=[O:13])[CH3:12]. The catalyst is [Cl-].[Zn+2].[Cl-]. The product is [C:11]([O:14][CH:15]=[C:16]([CH3:18])[CH2:17][C:6]1[CH:7]=[CH:8][C:3]([O:2][CH3:1])=[C:4]([O:9][CH3:10])[CH:5]=1)(=[O:13])[CH3:12]. The yield is 0.951. (4) The reactants are C[O:2][C:3]1[CH:4]=[C:5]([CH2:10][C:11]#[N:12])[CH:6]=[CH:7][C:8]=1[CH3:9].B(Br)(Br)Br. The product is [OH:2][C:3]1[CH:4]=[C:5]([CH2:10][C:11]#[N:12])[CH:6]=[CH:7][C:8]=1[CH3:9]. The catalyst is C(Cl)Cl. The yield is 0.930. (5) The reactants are [F:1][C:2]1[CH:3]=[CH:4][C:5]([CH3:24])=[C:6]([NH:8][C:9]2[O:10][C:11]3[C:17]([F:18])=[C:16]([CH2:19][C:20]([O:22]C)=[O:21])[CH:15]=[CH:14][C:12]=3[N:13]=2)[CH:7]=1.[OH-].[Na+]. The catalyst is C1COCC1.CO. The product is [F:1][C:2]1[CH:3]=[CH:4][C:5]([CH3:24])=[C:6]([NH:8][C:9]2[O:10][C:11]3[C:17]([F:18])=[C:16]([CH2:19][C:20]([OH:22])=[O:21])[CH:15]=[CH:14][C:12]=3[N:13]=2)[CH:7]=1. The yield is 0.900. (6) The reactants are [CH3:1][N:2]1[C:10]2[C:5](=[CH:6][CH:7]=[CH:8][CH:9]=2)[CH:4]=[C:3]1[C:11]([NH:13][C@H:14]([C:18]([NH:20][CH:21]([C:30](=[O:33])[CH2:31][F:32])[CH2:22][C:23]([O:25]C(C)(C)C)=[O:24])=[O:19])[CH:15]([CH3:17])[CH3:16])=[O:12].C1(OC)C=CC=CC=1.FC(F)(F)C(O)=O. The catalyst is C(Cl)Cl. The product is [CH3:1][N:2]1[C:10]2[C:5](=[CH:6][CH:7]=[CH:8][CH:9]=2)[CH:4]=[C:3]1[C:11]([NH:13][C@H:14]([C:18]([NH:20][CH:21]([C:30](=[O:33])[CH2:31][F:32])[CH2:22][C:23]([OH:25])=[O:24])=[O:19])[CH:15]([CH3:16])[CH3:17])=[O:12]. The yield is 0.720.